This data is from Forward reaction prediction with 1.9M reactions from USPTO patents (1976-2016). The task is: Predict the product of the given reaction. (1) The product is: [CH3:12][C:9]1([CH3:13])[C:10]2[CH:11]=[C:2]([C:19](=[O:21])[CH3:20])[CH:3]=[CH:4][C:5]=2[CH2:6][CH2:7][CH2:8]1. Given the reactants Br[C:2]1[CH:11]=[C:10]2[C:5]([CH2:6][CH2:7][CH2:8][C:9]2([CH3:13])[CH3:12])=[CH:4][CH:3]=1.C([Sn](CCCC)(CCCC)[C:19]([O:21]CC)=[CH2:20])CCC.Cl, predict the reaction product. (2) Given the reactants [NH2:1][C@@H:2]([CH2:6][CH2:7][CH2:8][C:9]([OH:11])=O)[C:3]([OH:5])=[O:4].[OH-].[Na+].[CH:14](=O)[C:15]1[CH:20]=[CH:19][CH:18]=[CH:17][CH:16]=1.[BH4-].[Na+].C(=O)([O-])O.[Na+], predict the reaction product. The product is: [O:11]=[C:9]1[N:1]([CH2:14][C:15]2[CH:20]=[CH:19][CH:18]=[CH:17][CH:16]=2)[CH:2]([C:3]([OH:5])=[O:4])[CH2:6][CH2:7][CH2:8]1. (3) Given the reactants [Br:1][C:2]1[CH:3]=[C:4]([C:8]([CH3:10])=[O:9])[CH:5]=[CH:6][CH:7]=1.[CH2:11](O)[CH2:12][OH:13].C1(C)C=CC(S(O)(=O)=O)=CC=1.O, predict the reaction product. The product is: [Br:1][C:2]1[CH:3]=[C:4]([C:8]2([CH3:10])[O:13][CH2:12][CH2:11][O:9]2)[CH:5]=[CH:6][CH:7]=1. (4) Given the reactants [CH:1]([N:4](C(C)C)CC)(C)C.CN(C(ON1N=[N:25][C:20]2[CH:21]=[CH:22][CH:23]=[CH:24]C1=2)=[N+](C)C)C.F[P-](F)(F)(F)(F)F.[CH2:34](N(C)C1CCNCC1)[C:35]1[CH:40]=[CH:39][CH:38]=[CH:37][CH:36]=1.[CH3:49][N:50]1[CH:54]=[CH:53][N:52]=[C:51]1[CH2:55][CH2:56][C:57]([OH:59])=O, predict the reaction product. The product is: [CH2:34]([CH:22]1[CH2:23][CH2:24][N:25]([C:57](=[O:59])[CH2:56][CH2:55][C:51]2[N:50]([CH3:49])[CH:54]=[CH:53][N:52]=2)[CH:20]([NH:4][CH3:1])[CH2:21]1)[C:35]1[CH:36]=[CH:37][CH:38]=[CH:39][CH:40]=1. (5) Given the reactants O([C:9]([O:11][C:12]([CH3:15])([CH3:14])[CH3:13])=[O:10])[C:9]([O:11][C:12]([CH3:15])([CH3:14])[CH3:13])=[O:10].[NH:16]1[CH2:23][CH2:22][CH2:21][C@H:17]1[C:18]([OH:20])=[O:19].O, predict the reaction product. The product is: [C:9]([N:16]1[CH2:23][CH2:22][CH2:21][C@H:17]1[C:18]([OH:20])=[O:19])([O:11][C:12]([CH3:13])([CH3:14])[CH3:15])=[O:10]. (6) Given the reactants [O:1]1[C:6]2[CH:7]=[CH:8][CH:9]=[CH:10][C:5]=2[NH:4][CH2:3][CH2:2]1.[C:11]1(=[O:18])[O:17][C:15](=[O:16])[CH2:14][CH2:13][CH2:12]1, predict the reaction product. The product is: [O:1]1[C:6]2[CH:7]=[CH:8][CH:9]=[CH:10][C:5]=2[N:4]([C:11](=[O:18])[CH2:12][CH2:13][CH2:14][C:15]([OH:17])=[O:16])[CH2:3][CH2:2]1. (7) Given the reactants [N:1]1[C:8]([Cl:9])=[N:7][C:5](Cl)=[N:4][C:2]=1[Cl:3].C[C:11]#[N:12].NC.[OH-].[Na+], predict the reaction product. The product is: [Cl:9][C:8]1[N:1]=[C:2]([Cl:3])[N:4]=[C:5]([NH:12][CH3:11])[N:7]=1.